From a dataset of Catalyst prediction with 721,799 reactions and 888 catalyst types from USPTO. Predict which catalyst facilitates the given reaction. (1) Reactant: CN(C)C=O.[CH3:6][C:7]([CH3:36])([CH3:35])[CH2:8][CH2:9][NH:10][C:11]([NH:13][C:14]1[CH:19]=[CH:18][C:17]([O:20][C:21]2[C:30]3[C:25](=[CH:26][C:27]([OH:33])=[C:28]([O:31][CH3:32])[CH:29]=3)[N:24]=[CH:23][CH:22]=2)=[CH:16][C:15]=1[F:34])=[O:12].C(=O)([O-])[O-].[K+].[K+].Cl.Cl[CH2:45][CH2:46][N:47]1[CH2:52][CH2:51][O:50][CH2:49][CH2:48]1. Product: [CH3:6][C:7]([CH3:36])([CH3:35])[CH2:8][CH2:9][NH:10][C:11]([NH:13][C:14]1[CH:19]=[CH:18][C:17]([O:20][C:21]2[C:30]3[C:25](=[CH:26][C:27]([O:33][CH2:45][CH2:46][N:47]4[CH2:52][CH2:51][O:50][CH2:49][CH2:48]4)=[C:28]([O:31][CH3:32])[CH:29]=3)[N:24]=[CH:23][CH:22]=2)=[CH:16][C:15]=1[F:34])=[O:12]. The catalyst class is: 84. (2) Reactant: [Cl:1][C:2]1[CH:7]=[C:6]([N+:8]([O-])=O)[CH:5]=[CH:4][C:3]=1[O:11][CH2:12][CH:13]([CH3:15])[CH3:14].Cl[Sn]Cl.C([O-])(O)=O.[Na+].NC1C=CC=CC=1.C1C(=O)N([Br:38])C(=O)C1.C1C[O:42][CH2:41][CH2:40]1. Product: [Br:38][C:5]1[CH:4]=[C:3]([O:11][CH2:12][CH:13]([CH3:15])[CH3:14])[C:2]([Cl:1])=[CH:7][C:6]=1[NH:8][C:41](=[O:42])[CH3:40]. The catalyst class is: 6. (3) Reactant: [OH:1][C:2]1[C:11]([O:12][CH3:13])=[CH:10][CH:9]=[C:8]2[C:3]=1[CH2:4][CH2:5][N:6]([C:14]([O:16][C:17]([CH3:20])([CH3:19])[CH3:18])=[O:15])[CH2:7]2.[H-].[Na+].CI.[CH:25](OC(C)(C)C)=O. Product: [CH3:25][O:1][C:2]1[C:11]([O:12][CH3:13])=[CH:10][CH:9]=[C:8]2[C:3]=1[CH2:4][CH2:5][N:6]([C:14]([O:16][C:17]([CH3:20])([CH3:19])[CH3:18])=[O:15])[CH2:7]2. The catalyst class is: 255. (4) Reactant: [CH2:1]([CH:4]1[CH2:9][CH2:8][CH2:7][CH2:6][C:5]1=[O:10])[CH2:2][CH3:3].[Li+].CC([N-]C(C)C)C.[CH3:19][Si:20](Cl)([CH3:22])[CH3:21]. Product: [CH3:19][Si:20]([CH3:22])([CH3:21])[O:10][C:5]1[CH:4]([CH2:1][CH2:2][CH3:3])[CH2:9][CH2:8][CH2:7][CH:6]=1. The catalyst class is: 1.